Dataset: Forward reaction prediction with 1.9M reactions from USPTO patents (1976-2016). Task: Predict the product of the given reaction. Given the reactants [F:1][C:2]1[CH:7]=[C:6]([N:8]2[CH:12]=[N:11][N:10]=[N:9]2)[CH:5]=[CH:4][C:3]=1[OH:13].[C:14]([C:16]1[N:20]([CH:21]2[CH2:26][CH2:25][N:24]([C:27]([O:29][CH:30]([CH3:32])[CH3:31])=[O:28])[CH2:23][CH2:22]2)[N:19]=[CH:18][C:17]=1[CH2:33]O)#[N:15].[Si](OCCSC1C=CC(OCC2C=NN(C3CCN(C(OC(C)C)=O)CC3)C=2C#N)=C(F)C=1)(C(C)(C)C)(C)C, predict the reaction product. The product is: [C:14]([C:16]1[N:20]([CH:21]2[CH2:22][CH2:23][N:24]([C:27]([O:29][CH:30]([CH3:31])[CH3:32])=[O:28])[CH2:25][CH2:26]2)[N:19]=[CH:18][C:17]=1[CH2:33][O:13][C:3]1[CH:4]=[CH:5][C:6]([N:8]2[CH:12]=[N:11][N:10]=[N:9]2)=[CH:7][C:2]=1[F:1])#[N:15].